This data is from Forward reaction prediction with 1.9M reactions from USPTO patents (1976-2016). The task is: Predict the product of the given reaction. (1) Given the reactants [ClH:1].Cl.[NH2:3][C@H:4]1[CH2:9][CH2:8][C@H:7]([CH2:10][CH2:11][N:12]2[CH2:16][C@H:15]3[C:17]4[CH:18]=[C:19]([C:25]#[N:26])[CH:20]=[CH:21][C:22]=4[O:23][CH2:24][C@@H:14]3[CH2:13]2)[CH2:6][CH2:5]1.C(N(C(C)C)CC)(C)C.Cl.F[C:38]1[CH:43]=[CH:42][CH:41]=[CH:40][N:39]=1, predict the reaction product. The product is: [ClH:1].[ClH:1].[N:39]1[CH:40]=[CH:41][CH:42]=[CH:43][C:38]=1[NH:3][C@H:4]1[CH2:9][CH2:8][C@H:7]([CH2:10][CH2:11][N:12]2[CH2:16][C@H:15]3[C:17]4[CH:18]=[C:19]([C:25]#[N:26])[CH:20]=[CH:21][C:22]=4[O:23][CH2:24][C@@H:14]3[CH2:13]2)[CH2:6][CH2:5]1. (2) Given the reactants [Br:1][C:2]1[CH:3]=[C:4]([CH:6]=[CH:7][C:8]=1[CH3:9])[NH2:5].[I:10]N1C(=O)CCC1=O.[B-](F)(F)(F)F.C1C=CN=CC=1.C1C=CN=CC=1.[IH2+], predict the reaction product. The product is: [Br:1][C:2]1[C:8]([CH3:9])=[CH:7][C:6]([I:10])=[C:4]([CH:3]=1)[NH2:5]. (3) Given the reactants C([Li])CCC.[CH3:6][Si:7]([CH3:18])([CH3:17])[CH2:8][CH2:9][O:10][CH2:11][N:12]1[CH:16]=[CH:15][N:14]=[CH:13]1.CN([CH:22]=[O:23])C.[Cl-].[NH4+], predict the reaction product. The product is: [CH3:6][Si:7]([CH3:18])([CH3:17])[CH2:8][CH2:9][O:10][CH2:11][N:12]1[CH:16]=[CH:15][N:14]=[C:13]1[CH:22]=[O:23]. (4) Given the reactants [NH2:1][CH2:2][CH2:3][CH2:4][CH2:5][CH:6]1[CH2:9][N:8]([C:10]([C:12]2[CH:17]=[CH:16][CH:15]=[CH:14][CH:13]=2)=[O:11])[CH2:7]1.[NH:18]1[C:26]2[CH:25]=[CH:24][N:23]=[CH:22][C:21]=2[CH:20]=[C:19]1[C:27](O)=[O:28].CN(C(ON1N=NC2C=CC=NC1=2)=[N+](C)C)C.F[P-](F)(F)(F)(F)F.CCN(C(C)C)C(C)C, predict the reaction product. The product is: [C:10]([N:8]1[CH2:9][CH:6]([CH2:5][CH2:4][CH2:3][CH2:2][NH:1][C:27]([C:19]2[NH:18][C:26]3[CH:25]=[CH:24][N:23]=[CH:22][C:21]=3[CH:20]=2)=[O:28])[CH2:7]1)(=[O:11])[C:12]1[CH:13]=[CH:14][CH:15]=[CH:16][CH:17]=1. (5) Given the reactants [NH2:1][C@H:2]([C:7]([O:9][CH2:10][C:11]1[CH:16]=[CH:15][CH:14]=[CH:13][CH:12]=1)=[O:8])[CH2:3][CH2:4][CH2:5][CH3:6].Cl.[NH:18]([C:35]([O:37][CH2:38][C:39]1[CH:44]=[CH:43][CH:42]=[CH:41][CH:40]=1)=[O:36])[C@H:19]([C:25]([O:27][CH2:28][C:29]1[CH:34]=[CH:33][CH:32]=[CH:31][CH:30]=1)=[O:26])[CH2:20][CH2:21][C:22](=O)[OH:23].C(N(CC)CC)C.C1C=CC2N(O)N=NC=2C=1.O.CCN=C=NCCCN(C)C.Cl, predict the reaction product. The product is: [NH:18]([C:35]([O:37][CH2:38][C:39]1[CH:40]=[CH:41][CH:42]=[CH:43][CH:44]=1)=[O:36])[C@H:19]([C:25]([O:27][CH2:28][C:29]1[CH:30]=[CH:31][CH:32]=[CH:33][CH:34]=1)=[O:26])[CH2:20][CH2:21][C:22]([NH:1][C@H:2]([C:7]([O:9][CH2:10][C:11]1[CH:16]=[CH:15][CH:14]=[CH:13][CH:12]=1)=[O:8])[CH2:3][CH2:4][CH2:5][CH3:6])=[O:23]. (6) Given the reactants [Cl:1][C:2]1[C:11]([NH:12][NH2:13])=[N:10][C:9]2[C:4](=[CH:5][CH:6]=[CH:7][CH:8]=2)[N:3]=1.[OH:14][C:15]1[CH:24]=[CH:23][C:22]2[C:17](=[CH:18][CH:19]=[CH:20][CH:21]=2)[C:16]=1[CH:25]=O, predict the reaction product. The product is: [Cl:1][C:2]1[C:11]([NH:12][N:13]=[CH:25][C:16]2[C:17]3[C:22](=[CH:21][CH:20]=[CH:19][CH:18]=3)[CH:23]=[CH:24][C:15]=2[OH:14])=[N:10][C:9]2[C:4]([N:3]=1)=[CH:5][CH:6]=[CH:7][CH:8]=2. (7) Given the reactants [CH3:1][N:2]([CH3:16])[C:3]1[O:4][C:5]2[C:6](=[C:8]([C:13]([O-:15])=O)[CH:9]=[C:10]([Cl:12])[CH:11]=2)[N:7]=1.[Li+].Cl.Cl.[NH2:20][C@H:21]1[CH:26]2[CH2:27][CH2:28][N:23]([CH2:24][CH2:25]2)[CH2:22]1, predict the reaction product. The product is: [N:23]12[CH2:22][C@@H:21]([NH:20][C:13]([C:8]3[CH:9]=[C:10]([Cl:12])[CH:11]=[C:5]4[O:4][C:3]([N:2]([CH3:1])[CH3:16])=[N:7][C:6]=34)=[O:15])[CH:26]([CH2:27][CH2:28]1)[CH2:25][CH2:24]2. (8) The product is: [CH3:1][O:2][C:3](=[O:26])[CH2:4][C:5]1[C:14]([CH3:15])=[C:13]([C:28]2[CH:33]=[CH:32][C:31]([S:34][C:35]3[CH:40]=[CH:39][CH:38]=[CH:37][C:36]=3[C:41]([F:44])([F:43])[F:42])=[CH:30][CH:29]=2)[C:12]2[C:7](=[CH:8][CH:9]=[C:10]([Cl:25])[CH:11]=2)[CH:6]=1. Given the reactants [CH3:1][O:2][C:3](=[O:26])[CH2:4][C:5]1[C:14]([CH3:15])=[C:13](B2OC(C)(C)C(C)(C)O2)[C:12]2[C:7](=[CH:8][CH:9]=[C:10]([Cl:25])[CH:11]=2)[CH:6]=1.Br[C:28]1[CH:33]=[CH:32][C:31]([S:34][C:35]2[CH:40]=[CH:39][CH:38]=[CH:37][C:36]=2[C:41]([F:44])([F:43])[F:42])=[CH:30][CH:29]=1.C(=O)(O)[O-].[Na+].O, predict the reaction product. (9) Given the reactants [Br:1][C:2]1[C:3](Cl)=[N:4][CH:5]=[CH:6][CH:7]=1.[CH3:9][S-:10].[Na+], predict the reaction product. The product is: [Br:1][C:2]1[C:3]([S:10][CH3:9])=[N:4][CH:5]=[CH:6][CH:7]=1.